Predict which catalyst facilitates the given reaction. From a dataset of Catalyst prediction with 721,799 reactions and 888 catalyst types from USPTO. (1) Reactant: [NH2:1][C:2]1[CH:3]=[N:4][CH:5]=[CH:6][CH:7]=1.C(N(CC)CC)C.[Cl:15][C:16]([Cl:21])([Cl:20])[C:17](Cl)=[O:18]. Product: [Cl:15][C:16]([Cl:21])([Cl:20])[C:17]([NH:1][C:2]1[CH:3]=[N:4][CH:5]=[CH:6][CH:7]=1)=[O:18]. The catalyst class is: 7. (2) Product: [CH2:1]([N:3]1[C:7]2=[N:8][C:9]([C:22]3[CH:23]=[CH:24][CH:25]=[CH:26][CH:27]=3)=[C:10]([C:19]([NH:35][CH2:34][C:33]3[CH:36]=[CH:37][C:30]([O:29][CH3:28])=[CH:31][CH:32]=3)=[O:21])[C:11]([C:12]3[CH:13]=[N:14][CH:15]=[C:16]([CH3:18])[CH:17]=3)=[C:6]2[CH:5]=[N:4]1)[CH3:2]. The catalyst class is: 18. Reactant: [CH2:1]([N:3]1[C:7]2=[N:8][C:9]([C:22]3[CH:27]=[CH:26][CH:25]=[CH:24][CH:23]=3)=[C:10]([C:19]([OH:21])=O)[C:11]([C:12]3[CH:13]=[N:14][CH:15]=[C:16]([CH3:18])[CH:17]=3)=[C:6]2[CH:5]=[N:4]1)[CH3:2].[CH3:28][O:29][C:30]1[CH:37]=[CH:36][C:33]([CH2:34][NH2:35])=[CH:32][CH:31]=1.F[P-](F)(F)(F)(F)F.N1(OC(N(C)C)=[N+](C)C)C2N=CC=CC=2N=N1.